The task is: Binary Classification. Given a drug SMILES string, predict its activity (active/inactive) in a high-throughput screening assay against a specified biological target.. This data is from Tyrosyl-DNA phosphodiesterase HTS with 341,365 compounds. The drug is s1c(NC(=O)CCC(=O)N(CC(=O)NC2CCCCC2)c2c(OC)cccc2)ncc1. The result is 0 (inactive).